From a dataset of Reaction yield outcomes from USPTO patents with 853,638 reactions. Predict the reaction yield, written as a fraction of the theoretical maximum amount of product (1.0 means a 100% yield; for example, 0.34 means a 34% yield). (1) The reactants are [O:1]1[CH2:5][CH2:4][O:3][CH:2]1[C:6]1[CH:15]=[CH:14][C:9]([C:10]([O:12]C)=[O:11])=[C:8]([F:16])[CH:7]=1.O.[OH-].[Li+].CO. The catalyst is O1CCCC1.O. The product is [O:1]1[CH2:5][CH2:4][O:3][CH:2]1[C:6]1[CH:15]=[CH:14][C:9]([C:10]([OH:12])=[O:11])=[C:8]([F:16])[CH:7]=1. The yield is 0.790. (2) The reactants are C(OC(=O)[NH:7][C@H:8]([C:10]1[CH:15]=[CH:14][C:13]([CH:16]2[CH2:18][CH2:17]2)=[CH:12][N:11]=1)[CH3:9])(C)(C)C.[ClH:20].O1CCOCC1. The catalyst is C(Cl)Cl. The product is [ClH:20].[CH:16]1([C:13]2[CH:14]=[CH:15][C:10]([C@@H:8]([NH2:7])[CH3:9])=[N:11][CH:12]=2)[CH2:18][CH2:17]1. The yield is 0.930. (3) The reactants are [O:1]=[C:2]1[NH:6][C:5]2[CH:7]=[CH:8][C:9]([CH:11]=[O:12])=[CH:10][C:4]=2[S:3]1.Br[CH2:14][CH2:15][CH2:16][OH:17].C(=O)([O-])[O-].[K+].[K+].[I-].[K+]. The catalyst is C(#N)C. The product is [OH:17][CH2:16][CH2:15][CH2:14][N:6]1[C:5]2[CH:7]=[CH:8][C:9]([CH:11]=[O:12])=[CH:10][C:4]=2[S:3][C:2]1=[O:1]. The yield is 0.990. (4) The reactants are CO[C:3]([C:9]1[CH:14]=[CH:13][C:12]([O:15][C:16]2[CH:21]=[CH:20][CH:19]=[CH:18][CH:17]=2)=[CH:11][CH:10]=1)=[C:4]([C:7]#[N:8])[C:5]#[N:6].O.[NH2:23][NH2:24]. The catalyst is C(O)C. The product is [NH2:6][C:5]1[NH:24][N:23]=[C:3]([C:9]2[CH:14]=[CH:13][C:12]([O:15][C:16]3[CH:21]=[CH:20][CH:19]=[CH:18][CH:17]=3)=[CH:11][CH:10]=2)[C:4]=1[C:7]#[N:8]. The yield is 0.688. (5) The product is [Cl:1][C:2]1[CH:7]=[CH:6][CH:5]=[C:4]([O:8][CH3:9])[C:3]=1[C:10]1[CH:21]=[C:20]2[C:16]([CH:17]=[CH:18][N:19]2[CH3:22])=[C:15]2[C:11]=1[C:12](=[O:24])[NH:13][C:14]2=[O:23]. The yield is 0.320. The reactants are [Cl:1][C:2]1[CH:7]=[CH:6][CH:5]=[C:4]([O:8][CH3:9])[C:3]=1[CH:10]1[CH2:21][C:20]2[N:19]([CH3:22])[CH:18]=[CH:17][C:16]=2[CH:15]2[CH:11]1[C:12](=[O:24])[NH:13][C:14]2=[O:23]. The catalyst is O1CCOCC1.O=[Mn]=O. (6) The reactants are Br[C:2]1[C:3]([Cl:21])=[C:4](/[N:8]=[C:9]2/[C:10]3[CH:20]=[CH:19][CH:18]=[CH:17][C:11]=3[N:12]([CH3:16])[C:13](=[O:15])[O:14]/2)[CH:5]=[CH:6][CH:7]=1.[CH3:22][C:23]1([CH3:39])[C:27]([CH3:29])([CH3:28])[O:26][B:25]([B:25]2[O:26][C:27]([CH3:29])([CH3:28])[C:23]([CH3:39])([CH3:22])[O:24]2)[O:24]1.C([O-])(=O)C.[K+]. The catalyst is O1CCOCC1.C1C=CC(P(C2C=CC=CC=2)[C-]2C=CC=C2)=CC=1.C1C=CC(P(C2C=CC=CC=2)[C-]2C=CC=C2)=CC=1.Cl[Pd]Cl.[Fe+2].C(Cl)Cl. The product is [Cl:21][C:3]1[C:2]([B:25]2[O:26][C:27]([CH3:29])([CH3:28])[C:23]([CH3:39])([CH3:22])[O:24]2)=[CH:7][CH:6]=[CH:5][C:4]=1/[N:8]=[C:9]1/[C:10]2[CH:20]=[CH:19][CH:18]=[CH:17][C:11]=2[N:12]([CH3:16])[C:13](=[O:15])[O:14]/1. The yield is 0.820.